The task is: Predict the reactants needed to synthesize the given product.. This data is from Full USPTO retrosynthesis dataset with 1.9M reactions from patents (1976-2016). Given the product [Cl:1][C:2]1[C:3]([CH3:12])=[CH:4][C:5]([NH2:9])=[C:6]([F:8])[CH:7]=1, predict the reactants needed to synthesize it. The reactants are: [Cl:1][C:2]1[CH:7]=[C:6]([F:8])[C:5]([N+:9]([O-])=O)=[CH:4][C:3]=1[CH3:12].Cl.